This data is from Full USPTO retrosynthesis dataset with 1.9M reactions from patents (1976-2016). The task is: Predict the reactants needed to synthesize the given product. (1) Given the product [Cl:1][C:2]1[CH:3]=[C:4]([C:10]2([C:11]([OH:19])=[O:17])[CH2:15][CH2:14]2)[CH:5]=[CH:6][C:7]=1[O:8][CH3:9], predict the reactants needed to synthesize it. The reactants are: [Cl:1][C:2]1[CH:3]=[C:4]([CH2:10][C:11]#N)[CH:5]=[CH:6][C:7]=1[O:8][CH3:9].Br[CH2:14][CH2:15]Cl.[OH-:17].[Na+].[OH2:19]. (2) The reactants are: [F:1][C:2]1[N:10]=[C:9]2[C:5]([NH:6][C:7]([CH2:11][C:12]3[C:20]([I:21])=[CH:19][C:15]4[O:16][CH2:17][O:18][C:14]=4[CH:13]=3)=[N:8]2)=[C:4]([NH2:22])[N:3]=1.C([O-])([O-])=O.[Cs+].[Cs+].Br[CH2:30][CH2:31][CH2:32]Br. Given the product [F:1][C:2]1[N:10]=[C:9]2[C:5]([N:6]=[C:7]([CH2:11][C:12]3[C:20]([I:21])=[CH:19][C:15]4[O:16][CH2:17][O:18][C:14]=4[CH:13]=3)[N:8]2[CH2:30][CH2:31][CH2:32][NH:6][CH:5]([CH3:9])[CH3:4])=[C:4]([NH2:22])[N:3]=1, predict the reactants needed to synthesize it. (3) Given the product [CH2:1]([C:3]1[CH:24]=[CH:23][CH:22]=[C:21]([CH3:25])[C:4]=1[CH2:5][NH:6][C:7]1[C:12]2[N:13]=[C:39]([CH3:40])[N:14]([CH3:15])[C:11]=2[CH:10]=[C:9]([O:16][CH2:27][CH2:26][O:32][CH3:33])[N:8]=1)[CH3:2], predict the reactants needed to synthesize it. The reactants are: [CH2:1]([C:3]1[CH:24]=[CH:23][CH:22]=[C:21]([CH3:25])[C:4]=1[CH2:5][NH:6][C:7]1[C:12]([NH2:13])=[C:11]([NH:14][CH3:15])[CH:10]=[C:9]([O:16]CCOC)[N:8]=1)[CH3:2].[C:26]([O:32][CH3:33])(OC)(OC)[CH3:27].C(=O)(O)[O-].[Na+].[CH2:39](O)[CH3:40]. (4) Given the product [N:10]1[CH:9]=[CH:8][N:5]2[CH:6]=[CH:7][C:2]([C:35]3[CH:40]=[CH:39][C:38]([S:41]([N:44]4[CH2:59][CH2:58][C:47]5([O:52][CH2:51][C:50](=[O:53])[N:49]([C:54]6([CH3:57])[CH2:56][CH2:55]6)[CH2:48]5)[CH2:46][CH2:45]4)(=[O:43])=[O:42])=[CH:37][CH:36]=3)=[CH:3][C:4]=12, predict the reactants needed to synthesize it. The reactants are: Br[C:2]1[CH:7]=[CH:6][N:5]2[CH:8]=[CH:9][N:10]=[C:4]2[CH:3]=1.CC1(C)C(C)(C)OB(B2OC(C)(C)C(C)(C)O2)O1.C([O-])(=O)C.[K+].Br[C:35]1[CH:40]=[CH:39][C:38]([S:41]([N:44]2[CH2:59][CH2:58][C:47]3([O:52][CH2:51][C:50](=[O:53])[N:49]([C:54]4([CH3:57])[CH2:56][CH2:55]4)[CH2:48]3)[CH2:46][CH2:45]2)(=[O:43])=[O:42])=[CH:37][CH:36]=1.C(=O)([O-])[O-].[Cs+].[Cs+]. (5) Given the product [CH3:25][N:16]([CH2:17][CH2:18][N:19]1[CH2:24][CH2:23][O:22][CH2:21][CH2:20]1)[CH:14]1[CH2:13][N:12]([C:10]2[N:11]=[C:6]([CH:2]=[O:1])[CH:7]=[CH:8][CH:9]=2)[CH2:15]1, predict the reactants needed to synthesize it. The reactants are: [O:1]1CCO[CH:2]1[C:6]1[N:11]=[C:10]([N:12]2[CH2:15][CH:14]([N:16]([CH3:25])[CH2:17][CH2:18][N:19]3[CH2:24][CH2:23][O:22][CH2:21][CH2:20]3)[CH2:13]2)[CH:9]=[CH:8][CH:7]=1.C(#N)C.O.C1(C)C=CC(S(O)(=O)=O)=CC=1. (6) Given the product [CH2:40]([O:42][C:11](=[O:38])[CH2:12][N:13]1[N:19]=[C:18]([CH:20]2[CH2:21][CH2:22][CH2:23][CH2:24][CH2:25]2)[C:17]2[CH:26]=[CH:27][CH:28]=[CH:29][C:16]=2[N:15]([CH2:30][C:31](=[O:36])[C:32]([CH3:34])([CH3:33])[CH3:35])[C:14]1=[O:37])[CH3:41], predict the reactants needed to synthesize it. The reactants are: COC(=O)C1C=CC=C(N[C:11](=[O:38])[CH2:12][N:13]2[N:19]=[C:18]([CH:20]3[CH2:25][CH2:24][CH2:23][CH2:22][CH2:21]3)[C:17]3[CH:26]=[CH:27][CH:28]=[CH:29][C:16]=3[N:15]([CH2:30][C:31](=[O:36])[C:32]([CH3:35])([CH3:34])[CH3:33])[C:14]2=[O:37])C=1.[CH2:40]([O:42]C(=O)CN1C2C(=CC=C(N)C=2)C=C1)[CH3:41]. (7) Given the product [Cl:1][C:2]1[C:3]([N+:18]([O-:20])=[O:19])=[C:4]([OH:12])[C:5](=[CH:10][CH:11]=1)[C:6]([O:8][CH3:9])=[O:7], predict the reactants needed to synthesize it. The reactants are: [Cl:1][C:2]1[CH:3]=[C:4]([OH:12])[C:5](=[CH:10][CH:11]=1)[C:6]([O:8][CH3:9])=[O:7].S(=O)(=O)(O)O.[N+:18]([O-])([OH:20])=[O:19]. (8) Given the product [CH2:1]([C:5]1[CH:6]=[CH:7][C:8]([C:11]#[C:12][C:13]2[CH:14]=[CH:15][C:16]([CH2:17][N:18]([CH2:40][CH:38]3[CH2:39][CH:37]3[C:35]([O:34][CH2:32][CH3:33])=[O:36])[C:19]3[CH:20]=[CH:21][C:22]([F:29])=[C:23]([CH:28]=3)[C:24]([O:26][CH3:27])=[O:25])=[CH:30][CH:31]=2)=[CH:9][CH:10]=1)[CH2:2][CH2:3][CH3:4], predict the reactants needed to synthesize it. The reactants are: [CH2:1]([C:5]1[CH:10]=[CH:9][C:8]([C:11]#[C:12][C:13]2[CH:31]=[CH:30][C:16]([CH2:17][NH:18][C:19]3[CH:20]=[CH:21][C:22]([F:29])=[C:23]([CH:28]=3)[C:24]([O:26][CH3:27])=[O:25])=[CH:15][CH:14]=2)=[CH:7][CH:6]=1)[CH2:2][CH2:3][CH3:4].[CH2:32]([O:34][C:35]([CH:37]1[CH2:39][CH:38]1[CH:40]=O)=[O:36])[CH3:33].C(O[BH-](OC(=O)C)OC(=O)C)(=O)C.C([O-])(O)=O.[Na+].